This data is from Peptide-MHC class II binding affinity with 134,281 pairs from IEDB. The task is: Regression. Given a peptide amino acid sequence and an MHC pseudo amino acid sequence, predict their binding affinity value. This is MHC class II binding data. (1) The peptide sequence is VAKLFKDYSSVVRPV. The binding affinity (normalized) is 0.641. The MHC is DRB1_1302 with pseudo-sequence DRB1_1302. (2) The peptide sequence is TKETETEAPAAPAEG. The MHC is HLA-DQA10401-DQB10402 with pseudo-sequence HLA-DQA10401-DQB10402. The binding affinity (normalized) is 0.510. (3) The peptide sequence is MGTVTTEVALGLVCA. The MHC is DRB1_0301 with pseudo-sequence DRB1_0301. The binding affinity (normalized) is 0.459. (4) The peptide sequence is SPLTASKLTYENVKM. The MHC is DRB1_0405 with pseudo-sequence DRB1_0405. The binding affinity (normalized) is 0.399. (5) The peptide sequence is YAAFQRQTTLKAAA. The MHC is H-2-IAd with pseudo-sequence H-2-IAd. The binding affinity (normalized) is 0.841. (6) The peptide sequence is DASFKESFAIHLDYT. The MHC is DRB1_0101 with pseudo-sequence DRB1_0101. The binding affinity (normalized) is 1.00. (7) The peptide sequence is VQTAVDFGNSYIAEM. The MHC is DRB3_0301 with pseudo-sequence DRB3_0301. The binding affinity (normalized) is 0. (8) The peptide sequence is IIEECEHLEDGIYGI. The MHC is DRB1_1101 with pseudo-sequence DRB1_1101. The binding affinity (normalized) is 0. (9) The peptide sequence is WAVKPKAVRQIEDQL. The binding affinity (normalized) is 0.401. The MHC is DRB5_0101 with pseudo-sequence DRB5_0101.